This data is from Full USPTO retrosynthesis dataset with 1.9M reactions from patents (1976-2016). The task is: Predict the reactants needed to synthesize the given product. (1) Given the product [N:1]1([S:7]([N:10]2[CH2:15][CH2:14][O:13][C:12]3[N:16]=[CH:17][C:18]([C:20]([Cl:26])=[O:22])=[CH:19][C:11]2=3)(=[O:9])=[O:8])[CH2:6][CH2:5][CH2:4][CH2:3][CH2:2]1, predict the reactants needed to synthesize it. The reactants are: [N:1]1([S:7]([N:10]2[CH2:15][CH2:14][O:13][C:12]3[N:16]=[CH:17][C:18]([C:20]([OH:22])=O)=[CH:19][C:11]2=3)(=[O:9])=[O:8])[CH2:6][CH2:5][CH2:4][CH2:3][CH2:2]1.C(Cl)(=O)C([Cl:26])=O.CN(C=O)C.CO. (2) Given the product [CH2:23]([O:1][C:2]1[CH:3]=[C:4]([CH:8]2[CH2:12][N:11]([C:13]3[CH:14]=[C:15]([CH:19]=[CH:20][CH:21]=3)[C:16]([NH2:18])=[O:17])[C:10](=[O:22])[CH2:9]2)[CH:5]=[CH:6][CH:7]=1)[C:25]1[CH:30]=[CH:29][CH:28]=[CH:27][CH:26]=1, predict the reactants needed to synthesize it. The reactants are: [OH:1][C:2]1[CH:3]=[C:4]([CH:8]2[CH2:12][N:11]([C:13]3[CH:14]=[C:15]([CH:19]=[CH:20][CH:21]=3)[C:16]([NH2:18])=[O:17])[C:10](=[O:22])[CH2:9]2)[CH:5]=[CH:6][CH:7]=1.[C:23]([C:25]1[CH:30]=[CH:29][CH:28]=[CH:27][C:26]=1B(O)O)#N.N(C)(C)C. (3) Given the product [Cl:18][C:11]1[C:12]([CH2:13][C:14]([OH:16])=[O:15])=[C:7]([Cl:6])[N:8]=[C:9]([CH2:19][C:20]2[CH:21]=[CH:22][C:23]([NH:26][C:27]([C:29]3[CH:38]=[CH:37][C:36]4[C:31](=[CH:32][CH:33]=[CH:34][CH:35]=4)[CH:30]=3)=[O:28])=[CH:24][CH:25]=2)[N:10]=1, predict the reactants needed to synthesize it. The reactants are: C1COCC1.[Cl:6][C:7]1[C:12]([CH2:13][C:14]([O:16]C)=[O:15])=[C:11]([Cl:18])[N:10]=[C:9]([CH2:19][C:20]2[CH:25]=[CH:24][C:23]([NH:26][C:27]([C:29]3[CH:38]=[CH:37][C:36]4[C:31](=[CH:32][CH:33]=[CH:34][CH:35]=4)[CH:30]=3)=[O:28])=[CH:22][CH:21]=2)[N:8]=1.[OH-].[Na+]. (4) Given the product [C:1]([O:4][CH2:5][C:6]1([CH2:19][CH2:20][CH:21]([CH3:23])[CH3:22])[C:15]2[C:10](=[CH:11][CH:12]=[CH:13][CH:14]=2)[C:9](=[O:16])[CH2:8][C:7]1=[O:17])(=[O:3])[CH3:2], predict the reactants needed to synthesize it. The reactants are: [C:1]([O:4][CH2:5][C:6]1([CH2:19][CH2:20][CH:21]([CH3:23])[CH3:22])[C:15]2[C:10](=[CH:11][CH:12]=[CH:13][CH:14]=2)[C:9](=[O:16])[CH:8]=[C:7]1[O:17]C)(=[O:3])[CH3:2].I[Si](C)(C)C. (5) The reactants are: [CH3:1][C:2]1[CH:7]=[CH:6][N:5]=[CH:4][C:3]=1B(O)O.Br[C:12]1[C:17]([O:18][CH3:19])=[CH:16][C:15]([NH:20]C(=O)C)=[C:14]([CH3:24])[CH:13]=1.CC1C=C(C=CC=1C1C=NC=CC=1C)N. Given the product [CH3:19][O:18][C:17]1[C:12]([C:3]2[CH:4]=[N:5][CH:6]=[CH:7][C:2]=2[CH3:1])=[CH:13][C:14]([CH3:24])=[C:15]([CH:16]=1)[NH2:20], predict the reactants needed to synthesize it. (6) Given the product [Cl:45][C:3]1[CH:23]=[CH:22][C:6]([CH2:7][C@H:8]2[CH2:12][O:11][S:10](=[O:14])(=[O:13])[N:9]2[C:15]([O:17][C:18]([CH3:21])([CH3:20])[CH3:19])=[O:16])=[CH:5][CH:4]=1, predict the reactants needed to synthesize it. The reactants are: FC(F)(F)[C:3]1[CH:23]=[CH:22][C:6]([CH2:7][C@H:8]2[CH2:12][O:11][S:10](=[O:14])(=[O:13])[N:9]2[C:15]([O:17][C:18]([CH3:21])([CH3:20])[CH3:19])=[O:16])=[CH:5][CH:4]=1.C(OC(N[C@@H](CC1C=CC([Cl:45])=CC=1)C(O)=O)=O)(C)(C)C.C(OC(N[C@@H](CC1C=CC(C(F)(F)F)=CC=1)C(O)=O)=O)(C)(C)C. (7) Given the product [F:1][C:2]1[CH:7]=[CH:6][C:5]([S:8]([N:11]([CH2:22][C:23]2[CH:32]=[CH:31][C:26]([C:27]([O:29][CH3:30])=[O:28])=[CH:25][CH:24]=2)[C@H:12]([C:15]2[CH:16]=[CH:17][CH:18]=[CH:19][CH:20]=2)[CH2:13][CH3:14])(=[O:10])=[O:9])=[CH:4][CH:3]=1, predict the reactants needed to synthesize it. The reactants are: [F:1][C:2]1[CH:7]=[CH:6][C:5]([S:8]([NH:11][C@H:12]([C:15]2[CH:20]=[CH:19][CH:18]=[CH:17][CH:16]=2)[CH2:13][CH3:14])(=[O:10])=[O:9])=[CH:4][CH:3]=1.O[CH2:22][C:23]1[CH:32]=[CH:31][C:26]([C:27]([O:29][CH3:30])=[O:28])=[CH:25][CH:24]=1. (8) Given the product [C:14](=[O:22])([S:21][C:4]1[CH:5]=[C:6]([O:8][C:9]([F:12])([F:11])[F:10])[CH:7]=[C:2]([Br:1])[CH:3]=1)[C:15]1[CH:20]=[CH:19][CH:18]=[CH:17][CH:16]=1, predict the reactants needed to synthesize it. The reactants are: [Br:1][C:2]1[CH:7]=[C:6]([O:8][C:9]([F:12])([F:11])[F:10])[CH:5]=[C:4](I)[CH:3]=1.[C:14]([OH:22])(=[S:21])[C:15]1[CH:20]=[CH:19][CH:18]=[CH:17][CH:16]=1. (9) The reactants are: [CH3:1][C:2]1[N:3]=[C:4]([C:9]2[CH:14]=[CH:13][C:12]([C:15]([F:18])([F:17])[F:16])=[CH:11][CH:10]=2)[S:5][C:6]=1[CH2:7][OH:8]. Given the product [CH3:1][C:2]1[N:3]=[C:4]([C:9]2[CH:10]=[CH:11][C:12]([C:15]([F:18])([F:16])[F:17])=[CH:13][CH:14]=2)[S:5][C:6]=1[CH:7]=[O:8], predict the reactants needed to synthesize it.